Dataset: Full USPTO retrosynthesis dataset with 1.9M reactions from patents (1976-2016). Task: Predict the reactants needed to synthesize the given product. (1) Given the product [CH2:1]([O:8][C:9]([N:11]1[CH2:17][CH2:16][CH2:15][CH2:14][C:13]2[CH:18]=[C:19]([N:22]3[CH2:26][CH:25]([CH2:27][NH:28][C:39](=[O:41])[CH3:40])[O:24][C:23]3=[O:29])[CH:20]=[CH:21][C:12]1=2)=[O:10])[C:2]1[CH:7]=[CH:6][CH:5]=[CH:4][CH:3]=1, predict the reactants needed to synthesize it. The reactants are: [CH2:1]([O:8][C:9]([N:11]1[CH2:17][CH2:16][CH2:15][CH2:14][C:13]2[CH:18]=[C:19]([N:22]3[CH2:26][CH:25]([CH2:27][NH2:28])[O:24][C:23]3=[O:29])[CH:20]=[CH:21][C:12]1=2)=[O:10])[C:2]1[CH:7]=[CH:6][CH:5]=[CH:4][CH:3]=1.C(N(C(C)C)CC)(C)C.[C:39](OC(=O)C)(=[O:41])[CH3:40]. (2) Given the product [Cl:8][C:6]1[CH:5]=[CH:4][C:3]([OH:9])=[C:2]([N:1]=[CH:23][C:21]2[O:22][C:18]([C:13]3[CH:14]=[CH:15][CH:16]=[CH:17][C:12]=3[C:11]([F:25])([F:10])[F:26])=[CH:19][CH:20]=2)[CH:7]=1, predict the reactants needed to synthesize it. The reactants are: [NH2:1][C:2]1[CH:7]=[C:6]([Cl:8])[CH:5]=[CH:4][C:3]=1[OH:9].[F:10][C:11]([F:26])([F:25])[C:12]1[CH:17]=[CH:16][CH:15]=[CH:14][C:13]=1[C:18]1[O:22][C:21]([CH:23]=O)=[CH:20][CH:19]=1. (3) Given the product [NH:17]([C:3](=[O:2])[CH2:4][CH:5]1[CH2:8][N:7]([C:9]([O:11][C:12]([CH3:15])([CH3:14])[CH3:13])=[O:10])[CH2:6]1)[NH2:18], predict the reactants needed to synthesize it. The reactants are: C[O:2][C:3](=O)[CH2:4][CH:5]1[CH2:8][N:7]([C:9]([O:11][C:12]([CH3:15])([CH3:14])[CH3:13])=[O:10])[CH2:6]1.[NH2:17][NH2:18].O. (4) Given the product [C:1]([C:5]1[CH:6]=[CH:7][C:8]([CH2:9][N:10]([CH2:31][C:32]2[CH:37]=[CH:36][C:35]([Cl:38])=[CH:34][CH:33]=2)[C:11](=[O:30])[CH2:12][O:13][C:14]2[CH:19]=[CH:18][C:17]([CH2:20][C@H:21]([O:27][CH2:28][CH3:29])[C:22]([OH:24])=[O:23])=[CH:16][CH:15]=2)=[CH:39][CH:40]=1)([CH3:2])([CH3:3])[CH3:4], predict the reactants needed to synthesize it. The reactants are: [C:1]([C:5]1[CH:40]=[CH:39][C:8]([CH2:9][N:10]([CH2:31][C:32]2[CH:37]=[CH:36][C:35]([Cl:38])=[CH:34][CH:33]=2)[C:11](=[O:30])[CH2:12][O:13][C:14]2[CH:19]=[CH:18][C:17]([CH2:20][C@H:21]([O:27][CH2:28][CH3:29])[C:22]([O:24]CC)=[O:23])=[CH:16][CH:15]=2)=[CH:7][CH:6]=1)([CH3:4])([CH3:3])[CH3:2].[Li+].[OH-].Cl. (5) Given the product [C:1]([O:5][C:6](=[O:21])[NH:7][C:8]1[CH:13]=[C:12]([N:14]([CH3:18])[CH2:15][CH2:16][CH3:17])[C:11]([Cl:19])=[CH:10][C:9]=1[NH:20][C:27](=[O:26])[CH2:28][C:29](=[O:49])[C:30]1[CH:35]=[CH:34][CH:33]=[C:32]([N:36]2[C:40]([CH2:41][O:42][CH:43]3[CH2:48][CH2:47][CH2:46][CH2:45][O:44]3)=[CH:39][N:38]=[N:37]2)[CH:31]=1)([CH3:2])([CH3:3])[CH3:4], predict the reactants needed to synthesize it. The reactants are: [C:1]([O:5][C:6](=[O:21])[NH:7][C:8]1[CH:13]=[C:12]([N:14]([CH3:18])[CH2:15][CH2:16][CH3:17])[C:11]([Cl:19])=[CH:10][C:9]=1[NH2:20])([CH3:4])([CH3:3])[CH3:2].C([O:26][C:27](=O)[CH2:28][C:29](=[O:49])[C:30]1[CH:35]=[CH:34][CH:33]=[C:32]([N:36]2[C:40]([CH2:41][O:42][CH:43]3[CH2:48][CH2:47][CH2:46][CH2:45][O:44]3)=[CH:39][N:38]=[N:37]2)[CH:31]=1)(C)(C)C.